This data is from Experimentally validated miRNA-target interactions with 360,000+ pairs, plus equal number of negative samples. The task is: Binary Classification. Given a miRNA mature sequence and a target amino acid sequence, predict their likelihood of interaction. (1) The miRNA is hsa-miR-6800-3p with sequence CACCUCUCCUGGCAUCGCCCC. The protein sequence of the target gene is MASNPDRGEILLTELQGDSRTLPFSENVSAVQKLDFSDTMVQQKLDDIKDRIKREIRKELKIKEGAENLRKVTTDKKNLAYVDNILKKSNKKLEELHHKLQELNAHIVVSDPEDSTDCPRTPDTPNSDSRSSTSNNRLMALQKQLDIELKVKQGAENMIQMYSNGSSKDRKLHGTAQQLLQDSKTKIEVIRMQILQAVQTNELAFDNAKPVISPLELRMEELRHHFKIEFAVAEGAKNVMKLLGSGKVTDRKALSEAQARFNESSQKLDLLKYSLEQRLNELPRNHPKSSVVIEELSLVA.... Result: 0 (no interaction). (2) The miRNA is hsa-miR-548j-3p with sequence CAAAAACUGCAUUACUUUUGC. The protein sequence of the target gene is MWEKMETKTIVYDLDTSGGLMEQIQALLAPPKTDEAEKRSRKPEKEPRRSGRATNHDSCDSCKEGGDLLCCDHCPAAFHLQCCNPPLSEEMLPPGEWMCHRCTVRRKKREQKKELGHVNGLVDKSGKRTTSPSSDTDLLDRSASKTELKAIAHARILERRASRPGTPTSSASTETPTSEQNDVDEDIIDVDEEPVAAEPDYVQPQLRRPFELLIAAAMERNPTQFQLPNELTCTTALPGSSKRRRKEETTGKNVKKTQHELDHNGLVPLPVKVCFTCNRSCRVAPLIQCDYCPLLFHMDC.... Result: 1 (interaction). (3) The miRNA is mmu-miR-291a-3p with sequence AAAGUGCUUCCACUUUGUGUGC. The protein sequence of the target gene is MERLSQMAGRRAWCAEDSVPRQEEEDRTRPSKTVTFKDVAVDLTQEEWQQMKPAQRALYRDVMLETYSNLVTVGCQVTKPDVIFKLEQAEEPWVLEEEMFWRRSPEAARGRMKSFAFKDMAKDLRFEDVVIYFSLEEWECLRHSHRNLYRAVMLDNYSNLLSLSLADTKPRVVSLLEQGKEPWMVMRNETKIWHPDWVSRTEAKDSSKIKTLQEKMAKKHTCPTLEDSKTRGDREVTRELEGQQVHQEGHLRQAAVTSVERPDSVQCTAHREAHPGGKPCSSEKSQKTSLCQPPPIEREQ.... Result: 1 (interaction). (4) The miRNA is hsa-miR-6757-3p with sequence AACACUGGCCUUGCUAUCCCCA. The protein sequence of the target gene is MCVCQTMEVGQYGKNASRAGDRGVLLEPFIHQVGGHSSMMRYDDHTVCKPLISREQRFYESLPPEMKEFTPEYKGVVSVCFEGDSDGYINLVAYPYVESETVEQDDTPEREQPRRKHSRRSLHRSGSGSDHKEEKASLSFETSESSQEAKSPKVELHSHSDVPFQMLDSNSGLSSEKISYNPWSLRCHKQQLSRMRSESKDRKLYKFLLLENVVHHFKYPCVLDLKMGTRQHGDDASAEKAARQMRKCEQSTSATLGVRVCGMQVYQLDTGHYLCRNKYYGRGLSIEGFRNALYQYLHNG.... Result: 0 (no interaction). (5) The miRNA is hsa-miR-4470 with sequence UGGCAAACGUGGAAGCCGAGA. The protein sequence of the target gene is MEVIHGRPYCCRELEGADILSNTFYSNELHNPLQTVTRPTASEDRYQELRESLQQCRLPWGAEREYGGIIPISLPEDHRPKYEPPRVMGKGHQHYGFGGETWPRKLPVEQFYYLTQNKKSDVYGNDSLIPKPPNSTVGEICLPYPIEHPYHTHICRGAMFPTFTSPEDLYTGIKARTQQPFPPTVPTKAYDSTVLKTRGNPYRYELIDIPMDSKKKALTWPGQGVYYDFPRGVEKNKPVFYPKPPKTFAPNTSLNSWDPICSAKEANIQRNLERSHWLTSYTHDFTGLGPMDPLELDDYH.... Result: 0 (no interaction). (6) The miRNA is hsa-miR-33b-5p with sequence GUGCAUUGCUGUUGCAUUGC. The protein sequence of the target gene is MPGRGRCPDCGSTELVEDSHYSQSQLVCSDCGCVVTEGVLTTTFSDEGNLREVTYSRSTGENEQVSRSQQRGLRRVRDLCRVLQLPPTFEDTAVAYYQQAYRHSGIRAARLQKKEVLVGCCVLITCRQHNWPLTMGAICTLLYADLDVFSSTYMQIVKLLGLDVPSLCLAELVKTYCSSFKLFQASPSVPAKYVEDKEKMLSRTMQLVELANETWLVTGRHPLPVITAATFLAWQSLQPADRLSCSLARFCKLANVDLPYPASSRLQELLAVLLRMAEQLAWLRVLRLDKRSVVKHIGDL.... Result: 0 (no interaction). (7) The miRNA is hsa-miR-568 with sequence AUGUAUAAAUGUAUACACAC. The protein sequence of the target gene is MGTSQAFLVLSCLLTGPSLIVCQLLLPSILPNENEKIVPLSSSFSLRCFGESEVSWQHPMSEEEDPNVEIRTEENNSSLFVTVLEVVNASAAHTGWYTCYYNHTQTEESEIEGRHIYIYVPDPDMAFVPLGMTDSLVIVEEDDSAIIPCLTTDPDTEVTLHNNGRLVPASYDSRQGFNGTFSVGPYICEATVRGRTFKTSEFNVYALKATSELNLEMDTRQTVYKAGETIVVTCAVFNNEVVDLQWTYPGEVRNKGITMLEEIKLPSIKLVYTLTVPKATVKDSGDYECAARQATKEVKE.... Result: 0 (no interaction).